Predict the reactants needed to synthesize the given product. From a dataset of Full USPTO retrosynthesis dataset with 1.9M reactions from patents (1976-2016). Given the product [NH2:1][C:2]1[C:7]([O:8][CH2:9][CH:10]2[CH2:11][CH2:12][N:13]([C:16]3[N:21]=[C:20]([O:22][CH2:23][CH:24]4[CH2:26][C:25]4([F:27])[F:28])[N:19]=[C:18]([C:48]([NH:39][CH:37]4[CH2:38][C:35]([F:40])([F:34])[CH2:36]4)=[O:49])[N:17]=3)[CH2:14][CH2:15]2)=[CH:6][N:5]=[CH:4][N:3]=1, predict the reactants needed to synthesize it. The reactants are: [NH2:1][C:2]1[C:7]([O:8][CH2:9][CH:10]2[CH2:15][CH2:14][N:13]([C:16]3[N:21]=[C:20]([O:22][CH2:23][CH:24]4[CH2:26][C:25]4([F:28])[F:27])[N:19]=[C:18](C(C#N)C#N)[N:17]=3)[CH2:12][CH2:11]2)=[CH:6][N:5]=[CH:4][N:3]=1.[F:34][C:35]1([F:40])[CH2:38][CH:37]([NH2:39])[CH2:36]1.C1C=C(Cl)C=C([C:48](OO)=[O:49])C=1.